This data is from Catalyst prediction with 721,799 reactions and 888 catalyst types from USPTO. The task is: Predict which catalyst facilitates the given reaction. (1) Reactant: [NH:1]([C:42]([O:44][C:45]([CH3:48])([CH3:47])[CH3:46])=[O:43])[C@H:2]([C:16]([NH:18][C:19]([C:22]([NH:24][C@H:25]([C:35]([NH:37][CH2:38][C:39]([OH:41])=[O:40])=[O:36])[CH2:26][CH2:27][C:28](=[O:34])[O:29][C:30]([CH3:33])([CH3:32])[CH3:31])=[O:23])([CH3:21])[CH3:20])=[O:17])[CH2:3][C:4]1[N:8]=[CH:7][N:6]([C:9]([O:11][C:12]([CH3:15])([CH3:14])[CH3:13])=[O:10])[CH:5]=1.CCN(C(C)C)C(C)C.CN(C(O[N:66]1[C:71](=[O:72])[CH2:70][CH2:69][C:67]1=[O:68])=[N+](C)C)C.F[P-](F)(F)(F)(F)F.ClCCl. Product: [NH:1]([C:42]([O:44][C:45]([CH3:48])([CH3:47])[CH3:46])=[O:43])[C@H:2]([C:16]([NH:18][C:19]([C:22]([NH:24][C@H:25]([C:35]([NH:37][CH2:38][C:39]([O:41][N:66]1[C:71](=[O:72])[CH2:70][CH2:69][C:67]1=[O:68])=[O:40])=[O:36])[CH2:26][CH2:27][C:28](=[O:34])[O:29][C:30]([CH3:33])([CH3:31])[CH3:32])=[O:23])([CH3:20])[CH3:21])=[O:17])[CH2:3][C:4]1[N:8]=[CH:7][N:6]([C:9]([O:11][C:12]([CH3:14])([CH3:15])[CH3:13])=[O:10])[CH:5]=1. The catalyst class is: 1. (2) Reactant: Br[C:2]1[CH:3]=[C:4]([CH:21]=[CH:22][C:23]=1[Cl:24])[C:5]([N:7]([C:9]1[CH:14]=[CH:13][CH:12]=[CH:11][C:10]=1[O:15][CH2:16][CH2:17][N:18]([CH3:20])[CH3:19])[CH3:8])=[O:6].[F-].[K+].[Cl:27][C:28]1[CH:33]=[C:32]([Cl:34])[C:31](B(O)O)=[CH:30][N:29]=1. Product: [Cl:24][C:23]1[CH:22]=[CH:21][C:4]([C:5]([N:7]([C:9]2[CH:14]=[CH:13][CH:12]=[CH:11][C:10]=2[O:15][CH2:16][CH2:17][N:18]([CH3:20])[CH3:19])[CH3:8])=[O:6])=[CH:3][C:2]=1[C:31]1[CH:30]=[N:29][C:28]([Cl:27])=[CH:33][C:32]=1[Cl:34]. The catalyst class is: 102. (3) Reactant: [CH:1](/[C:5]1[S:25][C:8]2=[N:9][CH:10]=[C:11]([C:23]#[N:24])[C:12]([NH:13][C:14]3[CH:15]=[C:16]4[C:20](=[CH:21][CH:22]=3)[NH:19][CH:18]=[CH:17]4)=[C:7]2[CH:6]=1)=[CH:2]\[CH:3]=[CH2:4]. Product: [CH2:1]([C:5]1[S:25][C:8]2=[N:9][CH:10]=[C:11]([C:23]#[N:24])[C:12]([NH:13][C:14]3[CH:15]=[C:16]4[C:20](=[CH:21][CH:22]=3)[NH:19][CH:18]=[CH:17]4)=[C:7]2[CH:6]=1)[CH2:2][CH2:3][CH3:4]. The catalyst class is: 50. (4) Reactant: Br[C:2]1[CH:7]=[CH:6][CH:5]=[CH:4][C:3]=1[CH2:8][N:9]1[C:14](=[O:15])[C:13]([C:16]([NH:18][CH2:19][C:20]([OH:22])=[O:21])=[O:17])=[C:12]([OH:23])[C:11]([CH:24]([CH3:26])[CH3:25])=[N:10]1.[C:27]([C:30]1[CH:35]=[CH:34][C:33](B(O)O)=[CH:32][CH:31]=1)([OH:29])=[O:28].C(=O)([O-])[O-].[K+].[K+].Cl. Product: [C:20]([CH2:19][NH:18][C:16]([C:13]1[C:14](=[O:15])[N:9]([CH2:8][C:3]2[CH:4]=[CH:5][CH:6]=[CH:7][C:2]=2[C:33]2[CH:34]=[CH:35][C:30]([C:27]([OH:29])=[O:28])=[CH:31][CH:32]=2)[N:10]=[C:11]([CH:24]([CH3:26])[CH3:25])[C:12]=1[OH:23])=[O:17])([OH:22])=[O:21]. The catalyst class is: 70. (5) Reactant: Br.C[O:3][C:4]1[CH:9]=[CH:8][C:7]([CH:10]2[CH2:15][CH2:14][CH2:13][C:12](=[O:16])[CH2:11]2)=[CH:6][CH:5]=1. Product: [OH:3][C:4]1[CH:5]=[CH:6][C:7]([CH:10]2[CH2:15][CH2:14][CH2:13][C:12](=[O:16])[CH2:11]2)=[CH:8][CH:9]=1. The catalyst class is: 152.